From a dataset of Reaction yield outcomes from USPTO patents with 853,638 reactions. Predict the reaction yield, written as a fraction of the theoretical maximum amount of product (1.0 means a 100% yield; for example, 0.34 means a 34% yield). (1) The reactants are [NH2:1][CH2:2][CH2:3][NH:4][S:5]([C:8]1[C:9]2[CH:10]=[CH:11][N:12]=[CH:13][C:14]=2[CH:15]=[C:16]([C:18]2[CH:23]=[CH:22][CH:21]=[C:20]([CH:24]([F:26])[F:25])[CH:19]=2)[CH:17]=1)(=[O:7])=[O:6].[N+:27]([C:30]1[CH:35]=[CH:34][C:33]([CH2:36][CH2:37][CH:38]=O)=[CH:32][CH:31]=1)([O-:29])=[O:28].[BH4-].[Na+].[Cl:42]CCl. The catalyst is CO. The product is [ClH:42].[ClH:42].[N+:27]([C:30]1[CH:35]=[CH:34][C:33]([CH2:36][CH2:37][CH2:38][NH:1][CH2:2][CH2:3][NH:4][S:5]([C:8]2[C:9]3[CH:10]=[CH:11][N:12]=[CH:13][C:14]=3[CH:15]=[C:16]([C:18]3[CH:23]=[CH:22][CH:21]=[C:20]([CH:24]([F:26])[F:25])[CH:19]=3)[CH:17]=2)(=[O:7])=[O:6])=[CH:32][CH:31]=1)([O-:29])=[O:28]. The yield is 0.480. (2) The product is [CH2:16]([O:12][CH2:11][CH2:10][O:9][CH2:8][CH2:7][O:6][CH2:5][CH2:4][O:3][CH2:2][CH2:1][OH:13])[C:17]1[CH:22]=[CH:21][CH:20]=[CH:19][CH:18]=1. The reactants are [CH2:1]([OH:13])[CH2:2][O:3][CH2:4][CH2:5][O:6][CH2:7][CH2:8][O:9][CH2:10][CH2:11][OH:12].[OH-].[Na+].[CH2:16](Cl)[C:17]1[CH:22]=[CH:21][CH:20]=[CH:19][CH:18]=1. The catalyst is [Na+].[Cl-]. The yield is 0.710. (3) The reactants are [NH:1]1[C:9]2[C:4](=[CH:5][CH:6]=[CH:7][CH:8]=2)[C:3]2([C:21]3[C:12](=[CH:13][C:14]4[O:19][CH2:18][CH2:17][O:16][C:15]=4[CH:20]=3)[O:11][CH2:10]2)[C:2]1=[O:22].[C:23]([O-])(=[O:25])[CH3:24].[Na+]. The catalyst is C(OC(=O)C)(=O)C. The product is [C:23]([N:1]1[C:9]2[C:4](=[CH:5][CH:6]=[CH:7][CH:8]=2)[C:3]2([C:21]3[C:12](=[CH:13][C:14]4[O:19][CH2:18][CH2:17][O:16][C:15]=4[CH:20]=3)[O:11][CH2:10]2)[C:2]1=[O:22])(=[O:25])[CH3:24]. The yield is 0.700. (4) The reactants are [Cl:1][C:2]1[CH:27]=[CH:26][CH:25]=[CH:24][C:3]=1[C:4]([NH:6][C:7](=[O:23])[NH:8][C:9]1[S:10][C:11]2[CH:17]=[C:16]([S:18]([CH:21]=[CH2:22])(=[O:20])=[O:19])[CH:15]=[CH:14][C:12]=2[N:13]=1)=[O:5].[NH:28]1[CH2:33][CH2:32][O:31][CH2:30][CH2:29]1. The catalyst is C1COCC1. The product is [Cl:1][C:2]1[CH:27]=[CH:26][CH:25]=[CH:24][C:3]=1[C:4]([NH:6][C:7](=[O:23])[NH:8][C:9]1[S:10][C:11]2[CH:17]=[C:16]([S:18]([CH2:21][CH2:22][N:28]3[CH2:33][CH2:32][O:31][CH2:30][CH2:29]3)(=[O:20])=[O:19])[CH:15]=[CH:14][C:12]=2[N:13]=1)=[O:5]. The yield is 0.330. (5) The reactants are [N:1]([C@H:4]([C:15]1[N:16]=[C:17]([C:20]2[CH:25]=[CH:24][CH:23]=[CH:22][CH:21]=2)[S:18][CH:19]=1)[CH2:5][C:6]1[CH:11]=[CH:10][C:9]([N+:12]([O-:14])=[O:13])=[CH:8][CH:7]=1)=[C:2]=[S:3].[C:26]([NH:29][NH2:30])(=O)[CH3:27]. The catalyst is CCO. The product is [CH3:27][C:26]1[S:3][C:2]([NH:1][C@H:4]([C:15]2[N:16]=[C:17]([C:20]3[CH:21]=[CH:22][CH:23]=[CH:24][CH:25]=3)[S:18][CH:19]=2)[CH2:5][C:6]2[CH:11]=[CH:10][C:9]([N+:12]([O-:14])=[O:13])=[CH:8][CH:7]=2)=[N:30][N:29]=1. The yield is 0.930. (6) The reactants are [CH3:1][O:2][C:3](=[O:25])[CH2:4][C:5]1(O)[C:14]2[C:9](=[CH:10][C:11]([S:15]([C:18]3[CH:23]=[CH:22][CH:21]=[CH:20][CH:19]=3)(=[O:17])=[O:16])=[CH:12][CH:13]=2)[CH2:8][CH2:7][CH2:6]1.C1(C)C=CC(S(O)(=O)=O)=CC=1.CCOC(C)=O. The product is [CH3:1][O:2][C:3](=[O:25])[CH:4]=[C:5]1[C:14]2[C:9](=[CH:10][C:11]([S:15]([C:18]3[CH:19]=[CH:20][CH:21]=[CH:22][CH:23]=3)(=[O:16])=[O:17])=[CH:12][CH:13]=2)[CH2:8][CH2:7][CH2:6]1. The yield is 0.812. The catalyst is C1C=CC=CC=1.